This data is from Reaction yield outcomes from USPTO patents with 853,638 reactions. The task is: Predict the reaction yield, written as a fraction of the theoretical maximum amount of product (1.0 means a 100% yield; for example, 0.34 means a 34% yield). (1) No catalyst specified. The product is [F:19][C:20]1[CH:25]=[CH:24][C:23]([C:2]2[CH:3]=[N:4][N:5]([CH3:18])[C:6]=2[C:7]2[CH:17]=[CH:16][C:10]3[O:11][CH2:12][C:13](=[O:15])[NH:14][C:9]=3[CH:8]=2)=[CH:22][CH:21]=1. The reactants are Br[C:2]1[CH:3]=[N:4][N:5]([CH3:18])[C:6]=1[C:7]1[CH:17]=[CH:16][C:10]2[O:11][CH2:12][C:13](=[O:15])[NH:14][C:9]=2[CH:8]=1.[F:19][C:20]1[CH:25]=[CH:24][C:23](B(O)O)=[CH:22][CH:21]=1. The yield is 0.110. (2) The reactants are Br[C:2]1[C:7]([OH:8])=[CH:6][CH:5]=[CH:4][N:3]=1.[S:9]1[CH:13]=[CH:12][C:11](B(O)O)=[CH:10]1.C(=O)([O-])[O-].[Na+].[Na+]. The catalyst is C(COC)OC.O. The product is [S:9]1[CH:13]=[CH:12][C:11]([C:2]2[C:7]([OH:8])=[CH:6][CH:5]=[CH:4][N:3]=2)=[CH:10]1. The yield is 0.480. (3) The reactants are [CH2:1]([S:3][C:4]1[N:5]=[C:6]([NH:9][C:10](=[O:38])[C@@H:11]([N:20]2[C:24](=[O:25])[C@@H:23]([C:26]3[CH:31]=[CH:30][C:29]([O:32][CH2:33][CH2:34][O:35][CH3:36])=[CH:28][CH:27]=3)[NH:22][C:21]2=[O:37])[C@H:12]([C:14]2[CH:19]=[CH:18][CH:17]=[CH:16][CH:15]=2)[CH3:13])[S:7][CH:8]=1)[CH3:2].ClC1C=CC=C(C(OO)=[O:47])C=1. The catalyst is O1CCCC1. The product is [CH2:1]([S:3]([C:4]1[N:5]=[C:6]([NH:9][C:10](=[O:38])[C@@H:11]([N:20]2[C:24](=[O:25])[C@@H:23]([C:26]3[CH:31]=[CH:30][C:29]([O:32][CH2:33][CH2:34][O:35][CH3:36])=[CH:28][CH:27]=3)[NH:22][C:21]2=[O:37])[C@H:12]([C:14]2[CH:19]=[CH:18][CH:17]=[CH:16][CH:15]=2)[CH3:13])[S:7][CH:8]=1)=[O:47])[CH3:2]. The yield is 0.750. (4) The reactants are [CH3:1][C:2]1[CH:3]=[N:4][N:5]([C:7]2[CH:8]=[C:9]([CH:11]=[C:12]([C:14]([F:17])([F:16])[F:15])[CH:13]=2)[NH2:10])[CH:6]=1.[CH2:18]([O:20][C:21]1[CH:22]=[C:23]([C:37]2[CH:42]=[CH:41][C:40]([CH2:43][C:44](O)=[O:45])=[C:39]([F:47])[CH:38]=2)[CH:24]=[N:25][C:26]=1[O:27][CH2:28][C:29]1[CH:34]=[CH:33][C:32]([O:35][CH3:36])=[CH:31][CH:30]=1)[CH3:19].C(P1(=O)OP(CCC)(=O)OP(CCC)(=O)O1)CC.O. The catalyst is N1C=CC=CC=1. The product is [CH2:18]([O:20][C:21]1[CH:22]=[C:23]([C:37]2[CH:42]=[CH:41][C:40]([CH2:43][C:44]([NH:10][C:9]3[CH:11]=[C:12]([C:14]([F:17])([F:15])[F:16])[CH:13]=[C:7]([N:5]4[CH:6]=[C:2]([CH3:1])[CH:3]=[N:4]4)[CH:8]=3)=[O:45])=[C:39]([F:47])[CH:38]=2)[CH:24]=[N:25][C:26]=1[O:27][CH2:28][C:29]1[CH:30]=[CH:31][C:32]([O:35][CH3:36])=[CH:33][CH:34]=1)[CH3:19]. The yield is 0.397. (5) The reactants are C1(C)C=CC=CC=1.[CH2:8]1[CH2:12][O:11][C:10]2[CH:13]=[CH:14][C:15]3[CH2:16][CH2:17][C:18](=O)[C:19]=3[C:9]1=2.[C:21]([CH2:23]P(=O)(OCC)OCC)#[N:22].CO.C[O-].[Na+]. The catalyst is O. The product is [CH2:8]1[CH2:12][O:11][C:10]2[CH:13]=[CH:14][C:15]3[CH2:16][CH2:17]/[C:18](=[CH:23]\[C:21]#[N:22])/[C:19]=3[C:9]1=2. The yield is 0.844. (6) The reactants are [C:1]([O:5][C:6]([NH:8][C:9]1([CH3:24])[CH2:13][CH2:12][N:11](C(OCC2C=CC=CC=2)=O)[CH2:10]1)=[O:7])([CH3:4])([CH3:3])[CH3:2]. The catalyst is CO.[Pd]. The product is [CH3:24][C:9]1([NH:8][C:6](=[O:7])[O:5][C:1]([CH3:4])([CH3:3])[CH3:2])[CH2:13][CH2:12][NH:11][CH2:10]1. The yield is 0.960.